This data is from Full USPTO retrosynthesis dataset with 1.9M reactions from patents (1976-2016). The task is: Predict the reactants needed to synthesize the given product. (1) Given the product [Cl:7][C:8]1[CH:13]=[CH:12][C:11]([Cl:14])=[CH:10][C:9]=1[O:15][CH2:23][CH2:24][CH2:25][S:26]([O-:29])(=[O:28])=[O:27].[Na+:20], predict the reactants needed to synthesize it. The reactants are: CC(N(C)C)=O.[Cl:7][C:8]1[CH:13]=[CH:12][C:11]([Cl:14])=[CH:10][C:9]=1[OH:15].C(=O)([O-])[O-].[Na+:20].[Na+].Br[CH2:23][CH2:24][CH2:25][S:26]([O-:29])(=[O:28])=[O:27].[Na+]. (2) Given the product [NH2:9][C:10]1[C:19]2[C:14](=[C:15]([O:5][CH2:4][CH2:3][N:2]([CH3:6])[CH3:1])[C:16]([N:20]3[C:28]4[CH2:27][C:26]([CH3:30])([CH3:29])[CH2:25][C:24](=[O:31])[C:23]=4[C:22]([CH3:32])=[CH:21]3)=[CH:17][CH:18]=2)[N:13]=[CH:12][N:11]=1, predict the reactants needed to synthesize it. The reactants are: [CH3:1][N:2]([CH3:6])[CH2:3][CH2:4][OH:5].[H-].[Na+].[NH2:9][C:10]1[C:19]2[C:14](=[C:15](F)[C:16]([N:20]3[C:28]4[CH2:27][C:26]([CH3:30])([CH3:29])[CH2:25][C:24](=[O:31])[C:23]=4[C:22]([CH3:32])=[CH:21]3)=[CH:17][CH:18]=2)[N:13]=[CH:12][N:11]=1. (3) The reactants are: [CH3:1][O:2][C:3]([C:5]1[S:14][C:8]2[N:9]=[CH:10][N:11]=[C:12](Cl)[C:7]=2[C:6]=1[CH3:15])=[O:4].[NH2:16][C:17]1[CH:30]=[CH:29][C:28]([F:31])=[CH:27][C:18]=1[O:19][CH:20]([CH3:26])[CH2:21][C:22]([CH3:25])([OH:24])[CH3:23].O.C1(C)C=CC(S(O)(=O)=O)=CC=1. Given the product [F:31][C:28]1[CH:29]=[CH:30][C:17]([NH:16][C:12]2[C:7]3[C:6]([CH3:15])=[C:5]([C:3]([O:2][CH3:1])=[O:4])[S:14][C:8]=3[N:9]=[CH:10][N:11]=2)=[C:18]([O:19][CH:20]([CH2:21][C:22]([OH:24])([CH3:25])[CH3:23])[CH3:26])[CH:27]=1, predict the reactants needed to synthesize it. (4) Given the product [NH2:23][C:12]1[N:13]=[C:14]([N:17]2[CH2:18][CH2:19][N:20]([C:37](=[O:38])[CH2:36][O:35][C:34]3[CH:40]=[CH:41][C:31]([O:30][CH3:29])=[CH:32][CH:33]=3)[CH2:21][CH2:22]2)[C:15]2[N:16]=[C:8]([CH2:7][CH2:6][C:5]3[CH:24]=[CH:25][C:26]([O:27][CH3:28])=[C:3]([O:2][CH3:1])[CH:4]=3)[S:9][C:10]=2[N:11]=1, predict the reactants needed to synthesize it. The reactants are: [CH3:1][O:2][C:3]1[CH:4]=[C:5]([CH:24]=[CH:25][C:26]=1[O:27][CH3:28])[CH2:6][CH2:7][C:8]1[S:9][C:10]2[N:11]=[C:12]([NH2:23])[N:13]=[C:14]([N:17]3[CH2:22][CH2:21][NH:20][CH2:19][CH2:18]3)[C:15]=2[N:16]=1.[CH3:29][O:30][C:31]1[CH:41]=[CH:40][C:34]([O:35][CH2:36][C:37](O)=[O:38])=[CH:33][CH:32]=1. (5) The reactants are: [Br:1][C:2]1[CH:14]=[CH:13][C:12]2[C:11]3[C:6](=[CH:7][C:8]([Br:15])=[CH:9][CH:10]=3)[CH2:5][C:4]=2[CH:3]=1.[OH-].[Na+].Br[CH2:19][CH2:20][CH2:21][CH2:22][CH2:23][CH2:24][CH2:25][CH3:26]. Given the product [Br:1][C:2]1[CH:14]=[CH:13][C:12]2[C:11]3[C:6](=[CH:7][C:8]([Br:15])=[CH:9][CH:10]=3)[C:5]([CH2:13][CH2:14][CH2:2][CH2:3][CH2:4][CH2:12][CH2:11][CH3:10])([CH2:19][CH2:20][CH2:21][CH2:22][CH2:23][CH2:24][CH2:25][CH3:26])[C:4]=2[CH:3]=1, predict the reactants needed to synthesize it.